Dataset: Forward reaction prediction with 1.9M reactions from USPTO patents (1976-2016). Task: Predict the product of the given reaction. Given the reactants [N:1]([C:4]1[CH:5]=[C:6]([CH:32]=[CH:33][CH:34]=1)[CH2:7][N:8]1[C:16]2[C:11](=[C:12]([F:18])[CH:13]=[C:14]([F:17])[CH:15]=2)[C:10]([S:19]([CH2:22][C:23]([NH:25][C:26]2[CH:31]=[CH:30][CH:29]=[CH:28][N:27]=2)=[O:24])(=[O:21])=[O:20])=[CH:9]1)=[N+:2]=[N-:3].C[Si]([C:39]#[CH:40])(C)C.O=C1O[C@H]([C@H](CO)O)C([O-])=C1O.[Na+], predict the reaction product. The product is: [N:1]1([C:4]2[CH:5]=[C:6]([CH:32]=[CH:33][CH:34]=2)[CH2:7][N:8]2[C:16]3[C:11](=[C:12]([F:18])[CH:13]=[C:14]([F:17])[CH:15]=3)[C:10]([S:19]([CH2:22][C:23]([NH:25][C:26]3[CH:31]=[CH:30][CH:29]=[CH:28][N:27]=3)=[O:24])(=[O:21])=[O:20])=[CH:9]2)[CH:40]=[CH:39][N:3]=[N:2]1.